Task: Predict the reactants needed to synthesize the given product.. Dataset: Full USPTO retrosynthesis dataset with 1.9M reactions from patents (1976-2016) Given the product [CH3:15][C:16]1[C:17]([NH:22][S:2]([C:5]2[CH:14]=[CH:13][C:8]([C:9]([O:11][CH3:12])=[O:10])=[CH:7][CH:6]=2)(=[O:4])=[O:3])=[N:18][CH:19]=[CH:20][CH:21]=1, predict the reactants needed to synthesize it. The reactants are: Cl[S:2]([C:5]1[CH:14]=[CH:13][C:8]([C:9]([O:11][CH3:12])=[O:10])=[CH:7][CH:6]=1)(=[O:4])=[O:3].[CH3:15][C:16]1[C:17]([NH2:22])=[N:18][CH:19]=[CH:20][CH:21]=1.